From a dataset of Forward reaction prediction with 1.9M reactions from USPTO patents (1976-2016). Predict the product of the given reaction. Given the reactants [N+:1]([C:4]1[CH:5]=[C:6]2[C:10](=[CH:11][CH:12]=1)[CH2:9][NH:8][CH2:7]2)([O-:3])=[O:2].C(N(C(C)C)CC)(C)C.[CH2:22]([O:29][C:30](Cl)=[O:31])[C:23]1[CH:28]=[CH:27][CH:26]=[CH:25][CH:24]=1, predict the reaction product. The product is: [N+:1]([C:4]1[CH:5]=[C:6]2[C:10](=[CH:11][CH:12]=1)[CH2:9][N:8]([C:30]([O:29][CH2:22][C:23]1[CH:28]=[CH:27][CH:26]=[CH:25][CH:24]=1)=[O:31])[CH2:7]2)([O-:3])=[O:2].